Task: Predict the product of the given reaction.. Dataset: Forward reaction prediction with 1.9M reactions from USPTO patents (1976-2016) Given the reactants [B-](F)(F)(F)[F:2].N#[O+].[CH3:8][N:9]1[C:13]([C:14]([F:17])([F:16])[F:15])=[CH:12][C:11]([O:18][C:19]2[CH:20]=[C:21]([CH:23]=[C:24]([O:26][C:27]3[CH:32]=[CH:31][CH:30]=[C:29]([C:33]([F:36])([F:35])[F:34])[CH:28]=3)[CH:25]=2)N)=[N:10]1.O, predict the reaction product. The product is: [CH3:8][N:9]1[C:13]([C:14]([F:15])([F:16])[F:17])=[CH:12][C:11]([O:18][C:19]2[CH:20]=[C:21]([F:2])[CH:23]=[C:24]([O:26][C:27]3[CH:32]=[CH:31][CH:30]=[C:29]([C:33]([F:36])([F:34])[F:35])[CH:28]=3)[CH:25]=2)=[N:10]1.